Task: Predict the reaction yield, written as a fraction of the theoretical maximum amount of product (1.0 means a 100% yield; for example, 0.34 means a 34% yield).. Dataset: Reaction yield outcomes from USPTO patents with 853,638 reactions (1) The reactants are FC(F)(F)C(O)=O.[CH:8]1([C:14]2[C:15]3[CH:16]=[CH:17][C:18]([C:38]([O:40]C(C)(C)C)=[O:39])=[CH:19][C:20]=3[N:21]3[CH2:27][C:26]([C:28]([O:30][CH3:31])=[O:29])=[CH:25][C:24]4[CH:32]=[C:33]([O:36][CH3:37])[CH:34]=[CH:35][C:23]=4[C:22]=23)[CH2:13][CH2:12][CH2:11][CH2:10][CH2:9]1. The catalyst is ClC(Cl)C. The product is [CH:8]1([C:14]2[C:15]3[CH:16]=[CH:17][C:18]([C:38]([OH:40])=[O:39])=[CH:19][C:20]=3[N:21]3[CH2:27][C:26]([C:28]([O:30][CH3:31])=[O:29])=[CH:25][C:24]4[CH:32]=[C:33]([O:36][CH3:37])[CH:34]=[CH:35][C:23]=4[C:22]=23)[CH2:13][CH2:12][CH2:11][CH2:10][CH2:9]1. The yield is 0.940. (2) The reactants are [Cl:1][C:2]1[CH:3]=[C:4]([CH:8]=[C:9]([OH:11])[CH:10]=1)[C:5]([OH:7])=[O:6].[OH-].[Na+].Cl[CH:15]([F:17])[F:16]. The catalyst is C(Cl)(Cl)Cl. The product is [Cl:1][C:2]1[CH:3]=[C:4]([CH:8]=[C:9]([O:11][CH:15]([F:17])[F:16])[CH:10]=1)[C:5]([OH:7])=[O:6]. The yield is 0.750. (3) The reactants are C[Si]([N-][Si](C)(C)C)(C)C.[Na+].[Si:11]([O:18][CH2:19][C:20]1[N:25]=[C:24]([NH:26][CH3:27])[C:23]([CH3:28])=[CH:22][CH:21]=1)([C:14]([CH3:17])([CH3:16])[CH3:15])([CH3:13])[CH3:12].[Cl:29][C:30]1[N:35]=[C:34](Cl)[CH:33]=[CH:32][N:31]=1. The catalyst is C1COCC1. The product is [Si:11]([O:18][CH2:19][C:20]1[N:25]=[C:24]([N:26]([CH3:27])[C:34]2[CH:33]=[CH:32][N:31]=[C:30]([Cl:29])[N:35]=2)[C:23]([CH3:28])=[CH:22][CH:21]=1)([C:14]([CH3:17])([CH3:16])[CH3:15])([CH3:12])[CH3:13]. The yield is 0.545. (4) The reactants are [NH2:1][C:2]1[C:26]([O:27][CH3:28])=[CH:25][CH:24]=[CH:23][C:3]=1/[CH:4]=[CH:5]/[C:6]1[N:15]([C:16]2[CH:21]=[CH:20][CH:19]=[CH:18][CH:17]=2)[C:14](=[O:22])[C:13]2[C:8](=[CH:9][CH:10]=[CH:11][CH:12]=2)[N:7]=1.[CH3:29][S:30](Cl)(=[O:32])=[O:31]. The catalyst is N1C=CC=CC=1. The product is [CH3:28][O:27][C:26]1[CH:25]=[CH:24][CH:23]=[C:3](/[CH:4]=[CH:5]/[C:6]2[N:15]([C:16]3[CH:21]=[CH:20][CH:19]=[CH:18][CH:17]=3)[C:14](=[O:22])[C:13]3[C:8](=[CH:9][CH:10]=[CH:11][CH:12]=3)[N:7]=2)[C:2]=1[NH:1][S:30]([CH3:29])(=[O:32])=[O:31]. The yield is 0.840. (5) The reactants are Br[C:2]1[CH:11]=[C:10]2[C:5]([CH2:6][CH2:7][N:8]([C:12]([O:14][C:15]([CH3:18])([CH3:17])[CH3:16])=[O:13])[CH2:9]2)=[CH:4][CH:3]=1.[B:19]1([B:19]2[O:23][C:22]([CH3:25])([CH3:24])[C:21]([CH3:27])([CH3:26])[O:20]2)[O:23][C:22]([CH3:25])([CH3:24])[C:21]([CH3:27])([CH3:26])[O:20]1. No catalyst specified. The product is [CH3:26][C:21]1([CH3:27])[C:22]([CH3:25])([CH3:24])[O:23][B:19]([C:2]2[CH:11]=[C:10]3[C:5]([CH2:6][CH2:7][N:8]([C:12]([O:14][C:15]([CH3:18])([CH3:17])[CH3:16])=[O:13])[CH2:9]3)=[CH:4][CH:3]=2)[O:20]1. The yield is 0.720.